From a dataset of Forward reaction prediction with 1.9M reactions from USPTO patents (1976-2016). Predict the product of the given reaction. (1) Given the reactants [N:1]([CH2:4][CH:5]1[CH2:9][C:8]2[CH:10]=[C:11]([Cl:21])[CH:12]=[C:13]([C:14]3[CH:19]=[CH:18][CH:17]=[C:16]([CH3:20])[CH:15]=3)[C:7]=2[O:6]1)=[N+]=[N-], predict the reaction product. The product is: [Cl:21][C:11]1[CH:12]=[C:13]([C:14]2[CH:19]=[CH:18][CH:17]=[C:16]([CH3:20])[CH:15]=2)[C:7]2[O:6][CH:5]([CH2:4][NH2:1])[CH2:9][C:8]=2[CH:10]=1. (2) Given the reactants Cl[C:2]1[C:3](=[O:12])[N:4]([CH2:9][CH2:10][CH3:11])[N:5]=[CH:6][C:7]=1[Cl:8].[CH3:13][O-:14].[Na+].CO.O, predict the reaction product. The product is: [Cl:8][C:7]1[CH:6]=[N:5][N:4]([CH2:9][CH2:10][CH3:11])[C:3](=[O:12])[C:2]=1[O:14][CH3:13]. (3) Given the reactants [Li+].[O:2]([C:9]1[CH:14]=[CH:13][C:12]([CH:15]2[CH2:20][CH2:19][N:18]([CH2:21][CH2:22][C:23]([O-])=[O:24])[CH2:17][CH2:16]2)=[CH:11][CH:10]=1)[C:3]1[CH:8]=[CH:7][CH:6]=[CH:5][CH:4]=1.C(N(C(C)C)CC)(C)C.F[P-](F)(F)(F)(F)F.CN(C)C(ON1C2C=CC=CC=2N=N1)=[N+](C)C.Cl.[N+:60]([C:63]1[CH:75]=[CH:74][C:66]([O:67][CH:68]2[CH2:73][CH2:72][NH:71][CH2:70][CH2:69]2)=[CH:65][C:64]=1[C:76]([F:79])([F:78])[F:77])([O-:62])=[O:61], predict the reaction product. The product is: [N+:60]([C:63]1[CH:75]=[CH:74][C:66]([O:67][CH:68]2[CH2:73][CH2:72][N:71]([C:23](=[O:24])[CH2:22][CH2:21][N:18]3[CH2:19][CH2:20][CH:15]([C:12]4[CH:11]=[CH:10][C:9]([O:2][C:3]5[CH:4]=[CH:5][CH:6]=[CH:7][CH:8]=5)=[CH:14][CH:13]=4)[CH2:16][CH2:17]3)[CH2:70][CH2:69]2)=[CH:65][C:64]=1[C:76]([F:79])([F:77])[F:78])([O-:62])=[O:61]. (4) Given the reactants [CH3:1][S:2]([C:5]1[C:6]([NH2:11])=[N:7][CH:8]=[CH:9][CH:10]=1)(=[O:4])=[O:3].[Br:12]N1C(=O)CCC1=O, predict the reaction product. The product is: [Br:12][C:9]1[CH:10]=[C:5]([S:2]([CH3:1])(=[O:4])=[O:3])[C:6]([NH2:11])=[N:7][CH:8]=1. (5) Given the reactants [F:1][C:2]1[CH:3]=[C:4]([NH:8][C:9]2[N:14]=[C:13]([NH:15][CH2:16][CH2:17][CH3:18])[C:12](I)=[CH:11][N:10]=2)[CH:5]=[CH:6][CH:7]=1.[C:20]([C@@H:22]1[CH2:27][CH2:26][CH2:25][C@H:24]([NH:28][C:29](=[O:35])[O:30][C:31]([CH3:34])([CH3:33])[CH3:32])[CH2:23]1)#[CH:21].O.C(OCC)(=O)C, predict the reaction product. The product is: [F:1][C:2]1[CH:3]=[C:4]([NH:8][C:9]2[N:14]=[C:13]([NH:15][CH2:16][CH2:17][CH3:18])[C:12]([C:21]#[C:20][C@@H:22]3[CH2:27][CH2:26][CH2:25][C@H:24]([NH:28][C:29](=[O:35])[O:30][C:31]([CH3:33])([CH3:32])[CH3:34])[CH2:23]3)=[CH:11][N:10]=2)[CH:5]=[CH:6][CH:7]=1. (6) The product is: [ClH:1].[ClH:1].[NH2:23][CH2:22][C:21]1[CH:30]=[CH:31][C:32]([F:33])=[C:19]([CH:16]2[CH2:15][CH2:14][N:13]([C:11]([C:10]3[C:6]4[C:7](=[C:2]([Cl:1])[N:3]=[CH:4][CH:5]=4)[N:8]([CH2:34][CH2:35][O:36][CH3:37])[CH:9]=3)=[O:12])[CH2:18][CH2:17]2)[CH:20]=1. Given the reactants [Cl:1][C:2]1[N:3]=[CH:4][CH:5]=[C:6]2[C:10]([C:11]([N:13]3[CH2:18][CH2:17][CH:16]([C:19]4[CH:20]=[C:21]([CH:30]=[CH:31][C:32]=4[F:33])[CH2:22][NH:23]C(=O)C(F)(F)F)[CH2:15][CH2:14]3)=[O:12])=[CH:9][N:8]([CH2:34][CH2:35][O:36][CH3:37])[C:7]=12.C([O-])([O-])=O.[Na+].[Na+], predict the reaction product.